This data is from Reaction yield outcomes from USPTO patents with 853,638 reactions. The task is: Predict the reaction yield, written as a fraction of the theoretical maximum amount of product (1.0 means a 100% yield; for example, 0.34 means a 34% yield). (1) The reactants are [CH3:1]C(OC(/N=N/C(OC(C)C)=O)=O)C.C1C=CC(P(C2C=CC=CC=2)C2C=CC=CC=2)=CC=1.CO.[Cl:36][C:37]1[C:60]([Cl:61])=[CH:59][CH:58]=[CH:57][C:38]=1[CH2:39][C:40]1[C:41]([OH:56])=[N:42][NH:43][C:44]=1[N:45]1[C:53](=[O:54])[C:52]2[C:47](=[CH:48][CH:49]=[CH:50][CH:51]=2)[C:46]1=[O:55]. The catalyst is C1COCC1.C(Cl)Cl. The product is [Cl:36][C:37]1[C:60]([Cl:61])=[CH:59][CH:58]=[CH:57][C:38]=1[CH2:39][C:40]1[C:41]([O:56][CH3:1])=[N:42][NH:43][C:44]=1[N:45]1[C:46](=[O:55])[C:47]2[C:52](=[CH:51][CH:50]=[CH:49][CH:48]=2)[C:53]1=[O:54]. The yield is 0.300. (2) The reactants are [Cl:1][C:2]1[N:7]=[CH:6][NH:5][C:4]2=[N:8][CH:9]=[CH:10][C:3]=12.[B-](F)(F)(F)[F:12].[B-](F)(F)(F)F.C1[N+]2(CCl)CC[N+](F)(CC2)C1.CC(O)=O. The yield is 0.360. The product is [Cl:1][C:2]1[C:3]2[C:10]([F:12])=[CH:9][NH:8][C:4]=2[N:5]=[CH:6][N:7]=1. The catalyst is C(C#N)(C)=O. (3) The reactants are [N:1]1[CH:6]=[CH:5][CH:4]=[C:3]2[CH2:7][NH:8][CH2:9][C:2]=12.CCN(CC)CC.[CH3:17][C:18]([O:21][C:22](O[C:22]([O:21][C:18]([CH3:20])([CH3:19])[CH3:17])=[O:23])=[O:23])([CH3:20])[CH3:19].O. The catalyst is C(Cl)Cl. The product is [N:1]1[CH:6]=[CH:5][CH:4]=[C:3]2[CH2:7][N:8]([C:22]([O:21][C:18]([CH3:20])([CH3:19])[CH3:17])=[O:23])[CH2:9][C:2]=12. The yield is 0.450.